Dataset: Reaction yield outcomes from USPTO patents with 853,638 reactions. Task: Predict the reaction yield, written as a fraction of the theoretical maximum amount of product (1.0 means a 100% yield; for example, 0.34 means a 34% yield). (1) The reactants are [CH3:1][C:2]1[O:6][C:5]([C:7]2[CH:12]=[CH:11][CH:10]=[CH:9][CH:8]=2)=[N:4][C:3]=1[CH2:13][O:14][C:15]1[CH:20]=[CH:19][C:18]([CH2:21][CH2:22][CH2:23][OH:24])=[CH:17][CH:16]=1.C([N:27]([CH2:30][CH3:31])CC)C.[C:32]([O:35]CC)(=[O:34])C. The yield is 0.780. The catalyst is CS(Cl)(=O)=O. The product is [CH3:1][C:2]1[O:6][C:5]([C:7]2[CH:8]=[CH:9][CH:10]=[CH:11][CH:12]=2)=[N:4][C:3]=1[CH2:13][O:14][C:15]1[CH:16]=[CH:17][C:18]([CH2:21][CH2:22][CH2:23][O:24]/[N:27]=[C:30](/[C:31]2[CH:11]=[CH:12][CH:7]=[CH:8][CH:9]=2)\[C:32]([OH:35])=[O:34])=[CH:19][CH:20]=1. (2) The reactants are [NH2:1][C:2]1[N:10]=[CH:9][N:8]=[C:7]2[C:3]=1[N:4]=[CH:5][N:6]2[C@H:11]1[C@H:18]2[C@H:14]([O:15]C(C)(C)[O:17]2)[C@@H:13]([CH2:21][N:22]([CH3:41])[CH2:23][CH2:24][C@@H:25]([NH:27][C:28]([NH:30][C:31]2[CH:36]=[CH:35][C:34]([C:37]([CH3:40])([CH3:39])[CH3:38])=[CH:33][CH:32]=2)=[O:29])[CH3:26])[O:12]1.C([O-])([O-])=O.[K+].[K+]. The catalyst is C(O)(C(F)(F)F)=O.O. The product is [NH2:1][C:2]1[N:10]=[CH:9][N:8]=[C:7]2[C:3]=1[N:4]=[CH:5][N:6]2[C@@H:11]1[O:12][C@H:13]([CH2:21][N:22]([CH3:41])[CH2:23][CH2:24][C@@H:25]([NH:27][C:28]([NH:30][C:31]2[CH:32]=[CH:33][C:34]([C:37]([CH3:38])([CH3:40])[CH3:39])=[CH:35][CH:36]=2)=[O:29])[CH3:26])[C@@H:14]([OH:15])[C@H:18]1[OH:17]. The yield is 0.650. (3) The reactants are [CH:1]([N:5]1[C:13]2[C:8](=[CH:9][CH:10]=[CH:11][CH:12]=2)[C:7]([C:14]([NH:16][CH2:17][C:18]2[C:19]([OH:26])=[N:20][C:21]([CH3:25])=[CH:22][C:23]=2[CH3:24])=[O:15])=[C:6]1[CH3:27])([CH2:3][CH3:4])[CH3:2].[CH3:28][CH2:29]CCCC. The catalyst is C(O)C. The product is [CH:1]([N:5]1[C:13]2[C:8](=[CH:9][CH:10]=[CH:11][CH:12]=2)[C:7]([C:14]([NH:16][CH2:17][C:18]2[C:19]([OH:26])=[N:20][C:21]([CH3:25])=[CH:22][C:23]=2[CH3:24])=[O:15])=[C:6]1[CH3:27])([CH2:3][CH3:4])[CH3:2].[CH2:1]([N:5]1[C:13]2[C:8](=[CH:9][CH:10]=[CH:11][CH:12]=2)[C:7]([C:14]([NH:16][CH2:17][C:18]2[C:19]([OH:26])=[N:20][C:21]([CH3:25])=[CH:22][C:23]=2[CH3:24])=[O:15])=[C:6]1[CH3:27])[CH2:2][CH2:28][CH3:29]. The yield is 0.300. (4) The reactants are [F:1][C:2]([F:25])([F:24])[C:3]1([C:6]2[CH:7]=[C:8]([CH:21]=[CH:22][CH:23]=2)[CH2:9][N:10]2C(=O)C3C(=CC=CC=3)C2=O)[NH:5][NH:4]1.O.NN.FC(F)(F)C1(C2C=C(CN)C=CC=2)N=N1. The catalyst is C(O)C. The product is [F:25][C:2]([F:1])([F:24])[C:3]1([C:6]2[CH:7]=[C:8]([CH2:9][NH2:10])[CH:21]=[CH:22][CH:23]=2)[NH:4][NH:5]1. The yield is 0.540.